From a dataset of Catalyst prediction with 721,799 reactions and 888 catalyst types from USPTO. Predict which catalyst facilitates the given reaction. (1) Reactant: [C:1]([O:4][C:5]1[CH:6]=[C:7]([C:11]2[O:15][CH2:14][C:13]([CH3:17])([CH3:16])[C:12]=2[C:18]([CH3:35])([CH3:34])[CH2:19][O:20][CH2:21][CH2:22][CH2:23][CH2:24][CH2:25][CH2:26][CH2:27][CH2:28][CH2:29][CH2:30][C:31]([OH:33])=[O:32])[CH:8]=[CH:9][CH:10]=1)(=[O:3])[CH3:2].[Na].[O:37]=[O:38]. Product: [C:1]([O:4][C:5]1[CH:6]=[C:7]([C:11]23[O:38][O:37][C:12]2([C:18]([CH3:35])([CH3:34])[CH2:19][O:20][CH2:21][CH2:22][CH2:23][CH2:24][CH2:25][CH2:26][CH2:27][CH2:28][CH2:29][CH2:30][C:31]([OH:33])=[O:32])[C:13]([CH3:17])([CH3:16])[CH2:14][O:15]3)[CH:8]=[CH:9][CH:10]=1)(=[O:3])[CH3:2]. The catalyst class is: 4. (2) Reactant: [CH:1]1[C:2]([C:10]([OH:12])=[O:11])=[CH:3][N:4]2[C:9]=1[CH2:8][CH2:7][CH2:6][CH2:5]2.[CH3:13]N(C=O)C.C(Cl)(=O)C(Cl)=O.C(N(CC)CC)C. Product: [CH:1]1[C:2]([C:10]([O:12][CH3:13])=[O:11])=[CH:3][N:4]2[C:9]=1[CH2:8][CH2:7][CH2:6][CH2:5]2. The catalyst class is: 100. (3) Reactant: [NH:1]([C:3]([O:5][C:6]([CH3:9])([CH3:8])[CH3:7])=[O:4])[NH2:2].[C:10](Cl)(=[O:13])[CH2:11][CH3:12]. Product: [C:10]([NH:2][NH:1][C:3]([O:5][C:6]([CH3:9])([CH3:8])[CH3:7])=[O:4])(=[O:13])[CH2:11][CH3:12]. The catalyst class is: 2. (4) Reactant: Cl.[C:2]([NH:6][C:7]1[C:12](/[CH:13]=[CH:14]/OCC)=[CH:11][N:10]=[C:9]([Cl:18])[N:8]=1)([CH3:5])([CH3:4])[CH3:3]. Product: [C:2]([N:6]1[C:7]2[N:8]=[C:9]([Cl:18])[N:10]=[CH:11][C:12]=2[CH:13]=[CH:14]1)([CH3:5])([CH3:4])[CH3:3]. The catalyst class is: 32. (5) Reactant: [C:1]([O:5][C:6]([N:8]1[CH2:13][CH2:12][N:11]([CH2:14][C:15]2[CH:20]=[CH:19][C:18]([NH:21][C:22]3[C:27]([C:28]([O:30]CC)=O)=[C:26]([CH:33]=O)[N:25]=[C:24]([C:35]4[CH:40]=[CH:39][C:38]([C:41]([O:43][CH3:44])=[O:42])=[CH:37][CH:36]=4)[N:23]=3)=[CH:17][CH:16]=2)[CH2:10][CH2:9]1)=[O:7])([CH3:4])([CH3:3])[CH3:2].O.[NH2:46][NH2:47]. Product: [CH3:44][O:43][C:41]([C:38]1[CH:39]=[CH:40][C:35]([C:24]2[N:23]=[C:22]([NH:21][C:18]3[CH:17]=[CH:16][C:15]([CH2:14][N:11]4[CH2:12][CH2:13][N:8]([C:6]([O:5][C:1]([CH3:4])([CH3:3])[CH3:2])=[O:7])[CH2:9][CH2:10]4)=[CH:20][CH:19]=3)[C:27]3[C:28](=[O:30])[NH:47][N:46]=[CH:33][C:26]=3[N:25]=2)=[CH:36][CH:37]=1)=[O:42]. The catalyst class is: 8. (6) Reactant: [Br:1][C:2]1[CH:7]=[C:6]([F:8])[C:5]([CH:9]([OH:11])[CH3:10])=[C:4]([F:12])[CH:3]=1. Product: [Br:1][C:2]1[CH:3]=[C:4]([F:12])[C:5]([C:9](=[O:11])[CH3:10])=[C:6]([F:8])[CH:7]=1. The catalyst class is: 327.